From a dataset of Forward reaction prediction with 1.9M reactions from USPTO patents (1976-2016). Predict the product of the given reaction. (1) Given the reactants C([O:8][CH2:9][C:10]1[C:11]([O:28][CH3:29])=[N:12][CH:13]=[CH:14][C:15]=1[C:16]([OH:27])([CH2:25][CH3:26])[CH2:17][C:18]([O:20][C:21]([CH3:24])([CH3:23])[CH3:22])=[O:19])C1C=CC=CC=1, predict the reaction product. The product is: [OH:27][C:16]([C:15]1[CH:14]=[CH:13][N:12]=[C:11]([O:28][CH3:29])[C:10]=1[CH2:9][OH:8])([CH2:25][CH3:26])[CH2:17][C:18]([O:20][C:21]([CH3:23])([CH3:22])[CH3:24])=[O:19]. (2) Given the reactants [C:1]([C:5]1[CH:25]=[C:24]([F:26])[CH:23]=[CH:22][C:6]=1[O:7][CH2:8][CH:9]1[CH2:13][CH2:12][N:11]([C:14](=[O:21])[CH2:15][C:16]([O:18]CC)=[O:17])[CH2:10]1)([CH3:4])([CH3:3])[CH3:2].[OH-].[Li+].Cl, predict the reaction product. The product is: [C:1]([C:5]1[CH:25]=[C:24]([F:26])[CH:23]=[CH:22][C:6]=1[O:7][CH2:8][CH:9]1[CH2:13][CH2:12][N:11]([C:14](=[O:21])[CH2:15][C:16]([OH:18])=[O:17])[CH2:10]1)([CH3:4])([CH3:2])[CH3:3].